Dataset: Reaction yield outcomes from USPTO patents with 853,638 reactions. Task: Predict the reaction yield, written as a fraction of the theoretical maximum amount of product (1.0 means a 100% yield; for example, 0.34 means a 34% yield). The reactants are Br[C:2]1[CH:7]=[CH:6][C:5]([S:8]([NH:11][C:12]2[S:16][N:15]=[CH:14][N:13]=2)(=[O:10])=[O:9])=[CH:4][CH:3]=1.[CH3:17][C@@H:18]1[CH2:23][NH:22][CH2:21][CH2:20][NH:19]1.C(P(C(C)(C)C)C1C=CC=CC=1C1C=CC=CC=1)(C)(C)C.O(C(C)(C)C)[Na]. The catalyst is C1C=CC(/C=C/C(/C=C/C2C=CC=CC=2)=O)=CC=1.C1C=CC(/C=C/C(/C=C/C2C=CC=CC=2)=O)=CC=1.C1C=CC(/C=C/C(/C=C/C2C=CC=CC=2)=O)=CC=1.[Pd].[Pd].C1(C)C=CC=CC=1. The product is [CH3:17][C@H:18]1[NH:19][CH2:20][CH2:21][N:22]([C:2]2[CH:7]=[CH:6][C:5]([S:8]([NH:11][C:12]3[S:16][N:15]=[CH:14][N:13]=3)(=[O:10])=[O:9])=[CH:4][CH:3]=2)[CH2:23]1. The yield is 0.190.